The task is: Regression/Classification. Given a drug SMILES string, predict its absorption, distribution, metabolism, or excretion properties. Task type varies by dataset: regression for continuous measurements (e.g., permeability, clearance, half-life) or binary classification for categorical outcomes (e.g., BBB penetration, CYP inhibition). Dataset: cyp3a4_veith.. This data is from CYP3A4 inhibition data for predicting drug metabolism from PubChem BioAssay. (1) The drug is C[C@@]12CCC(=O)C=C1CC[C@H]1[C@H]2[C@@H](O)C[C@@]2(C)[C@@H](c3csc(N)n3)CC[C@H]12.O=S(=O)(O)c1ccc(Br)cc1. The result is 1 (inhibitor). (2) The molecule is C[C@@H](CCCCC(=O)Nc1ccc(C(F)(F)F)cc1)NCCc1cnc[nH]1. The result is 1 (inhibitor).